From a dataset of Catalyst prediction with 721,799 reactions and 888 catalyst types from USPTO. Predict which catalyst facilitates the given reaction. (1) Reactant: [F:1][C:2]1[CH:3]=[C:4]([C:9]2([O:17][CH3:18])[CH2:13][CH2:12][N:11]([CH:14]([CH3:16])[CH3:15])[CH2:10]2)[CH:5]=[CH:6][C:7]=1[F:8].ClC1C=C(C=CC=1)C(OO)=[O:24]. Product: [F:1][C:2]1[CH:3]=[C:4]([C:9]2([O:17][CH3:18])[CH2:13][CH2:12][N+:11]([O-:24])([CH:14]([CH3:15])[CH3:16])[CH2:10]2)[CH:5]=[CH:6][C:7]=1[F:8]. The catalyst class is: 4. (2) Reactant: [F:1][CH2:2][C:3]([OH:5])=O.OC1C2N=NNC=2C=CC=1.[NH2:16][C@H:17]1[CH2:26][CH2:25][C:24]2[C:23]([S:27]([NH:30][C:31]3[CH:36]=[CH:35][CH:34]=[CH:33][CH:32]=3)(=[O:29])=[O:28])=[CH:22][CH:21]=[C:20]([O:37][CH3:38])[C:19]=2[CH2:18]1.CCN(C(C)C)C(C)C. Product: [NH:30]([S:27]([C:23]1[CH:22]=[CH:21][C:20]([O:37][CH3:38])=[C:19]2[C:24]=1[CH2:25][CH2:26][C@H:17]([NH:16][C:3](=[O:5])[CH2:2][F:1])[CH2:18]2)(=[O:28])=[O:29])[C:31]1[CH:32]=[CH:33][CH:34]=[CH:35][CH:36]=1. The catalyst class is: 3. (3) Reactant: [NH2:1][C:2]1[CH:3]=[CH:4][C:5]([CH:11]2[CH2:16][CH2:15][N:14](C(OC(C)(C)C)=O)[CH2:13][CH2:12]2)=[N:6][C:7]=1[C:8](=[O:10])[NH2:9].[ClH:24]. Product: [ClH:24].[NH2:1][C:2]1[C:7]([C:8]([NH2:9])=[O:10])=[N:6][C:5]([CH:11]2[CH2:16][CH2:15][NH:14][CH2:13][CH2:12]2)=[CH:4][CH:3]=1. The catalyst class is: 12. (4) Reactant: [CH3:1][C:2]1[CH:7]=[CH:6][N:5]=[C:4]([C:8]#[C:9][C:10]2[CH:15]=[CH:14][N:13]=[C:12]([NH:16][C:17](=[O:19])[CH3:18])[CH:11]=2)[C:3]=1[N+:20]([O-])=O.O.[Cl-].[NH4+]. Product: [NH2:20][C:3]1[C:4]([C:8]#[C:9][C:10]2[CH:15]=[CH:14][N:13]=[C:12]([NH:16][C:17](=[O:19])[CH3:18])[CH:11]=2)=[N:5][CH:6]=[CH:7][C:2]=1[CH3:1]. The catalyst class is: 447. (5) Reactant: F[C:2]1[C:9]([F:10])=[CH:8][CH:7]=[CH:6][C:3]=1[C:4]#[N:5].[NH3:11]. Product: [CH3:8][CH2:9][CH2:2][CH:3]([CH3:6])[CH3:4].[NH2:11][C:2]1[C:9]([F:10])=[CH:8][CH:7]=[CH:6][C:3]=1[C:4]#[N:5]. The catalyst class is: 8. (6) Product: [C:1]([O:5][C:6](=[O:9])[CH:7]([C:20]([O:22][CH2:23][C:24]1[CH:29]=[CH:28][CH:27]=[CH:26][CH:25]=1)=[O:21])[NH2:8])([CH3:4])([CH3:3])[CH3:2]. Reactant: [C:1]([O:5][C:6](=[O:9])[CH2:7][NH2:8])([CH3:4])([CH3:3])[CH3:2].C(N(C(C)C)CC)(C)C.Cl[C:20]([O:22][CH2:23][C:24]1[CH:29]=[CH:28][CH:27]=[CH:26][CH:25]=1)=[O:21]. The catalyst class is: 2.